From a dataset of Full USPTO retrosynthesis dataset with 1.9M reactions from patents (1976-2016). Predict the reactants needed to synthesize the given product. (1) The reactants are: [CH3:1][N:2]([S:21]([C:24]1[S:25][CH:26]=[CH:27][CH:28]=1)(=[O:23])=[O:22])[C:3]1[CH:4]=[CH:5][CH:6]=[C:7]2[C:11]=1[NH:10][C:9]([C:12]1[S:13][CH:14]([CH2:17][C:18]([OH:20])=O)[CH2:15][N:16]=1)=[CH:8]2.N1(O)C2C=CC=CC=2N=N1.Cl.CN(C)CCCN=C=NCC.C(N(C(C)C)C(C)C)C.[NH:60]1[CH2:65][CH2:64][O:63][CH2:62][CH2:61]1. Given the product [CH3:1][N:2]([C:3]1[CH:4]=[CH:5][CH:6]=[C:7]2[C:11]=1[NH:10][C:9]([C:12]1[S:13][CH:14]([CH2:17][C:18]([N:60]3[CH2:65][CH2:64][O:63][CH2:62][CH2:61]3)=[O:20])[CH2:15][N:16]=1)=[CH:8]2)[S:21]([C:24]1[S:25][CH:26]=[CH:27][CH:28]=1)(=[O:22])=[O:23], predict the reactants needed to synthesize it. (2) Given the product [NH2:31][C:29]1[N:30]=[C:25]([CH2:24][CH2:23][O:22][C:21]2[CH:20]=[CH:19][C:18]([NH:17][C:15]([C:10]3[C:9]([C:6]4[CH:5]=[CH:4][C:3]([C:2]([F:42])([F:1])[F:41])=[CH:8][CH:7]=4)=[CH:14][CH:13]=[CH:12][CH:11]=3)=[O:16])=[CH:40][CH:39]=2)[CH:26]=[CH:27][CH:28]=1, predict the reactants needed to synthesize it. The reactants are: [F:1][C:2]([F:42])([F:41])[C:3]1[CH:8]=[CH:7][C:6]([C:9]2[CH:14]=[CH:13][CH:12]=[CH:11][C:10]=2[C:15]([NH:17][C:18]2[CH:40]=[CH:39][C:21]([O:22][CH2:23][CH2:24][C:25]3[N:30]=[C:29]([NH:31]C(=O)OC(C)(C)C)[CH:28]=[CH:27][CH:26]=3)=[CH:20][CH:19]=2)=[O:16])=[CH:5][CH:4]=1.FC(F)(F)C(O)=O. (3) Given the product [CH3:20][O:19][C:17]([N:8]1[C:9]2[C:14](=[CH:13][CH:12]=[CH:11][CH:10]=2)[C:6]([CH2:5][C:4]([O:3][CH2:1][CH3:2])=[O:15])=[CH:7]1)=[O:18], predict the reactants needed to synthesize it. The reactants are: [CH2:1]([O:3][C:4](=[O:15])[CH2:5][C:6]1[C:14]2[C:9](=[CH:10][CH:11]=[CH:12][CH:13]=2)[NH:8][CH:7]=1)[CH3:2].Cl[C:17]([O:19][CH3:20])=[O:18]. (4) Given the product [CH3:22][C:23]([NH2:27])([CH3:26])[C:24]#[C:25][C:2]1[CH:21]=[CH:20][CH:19]=[C:4]([CH2:5][NH:6][C@@H:7]([C:9]2[C:18]3[C:13](=[CH:14][CH:15]=[CH:16][CH:17]=3)[CH:12]=[CH:11][CH:10]=2)[CH3:8])[CH:3]=1, predict the reactants needed to synthesize it. The reactants are: I[C:2]1[CH:3]=[C:4]([CH:19]=[CH:20][CH:21]=1)[CH2:5][NH:6][C@@H:7]([C:9]1[C:18]2[C:13](=[CH:14][CH:15]=[CH:16][CH:17]=2)[CH:12]=[CH:11][CH:10]=1)[CH3:8].[CH3:22][C:23]([NH2:27])([CH3:26])[C:24]#[CH:25]. (5) Given the product [CH2:1]([NH:8][C@H:22]1[CH2:21][O:20][C@@H:19]2[C@H:15]([O:14][Si:13]([C:9]([CH3:12])([CH3:11])[CH3:10])([CH3:31])[CH3:32])[CH2:16][O:17][C@H:18]12)[C:2]1[CH:7]=[CH:6][CH:5]=[CH:4][CH:3]=1, predict the reactants needed to synthesize it. The reactants are: [CH2:1]([NH2:8])[C:2]1[CH:7]=[CH:6][CH:5]=[CH:4][CH:3]=1.[C:9]([Si:13]([CH3:32])([CH3:31])[O:14][C@H:15]1[C@H:19]2[O:20][CH2:21][C@@H:22](OS(C(F)(F)F)(=O)=O)[C@H:18]2[O:17][CH2:16]1)([CH3:12])([CH3:11])[CH3:10]. (6) The reactants are: C([O:4][C@H:5]([CH3:23])[CH2:6][CH2:7][CH2:8][CH2:9][N:10]1[C:18]2[N:17]=[CH:16][N:15]([CH3:19])[C:14]=2[C:13](=[O:20])[N:12]([CH3:21])[C:11]1=[O:22])(=O)C.Cl.C(OCC)C. Given the product [OH:4][C@H:5]([CH3:23])[CH2:6][CH2:7][CH2:8][CH2:9][N:10]1[C:18]2[N:17]=[CH:16][N:15]([CH3:19])[C:14]=2[C:13](=[O:20])[N:12]([CH3:21])[C:11]1=[O:22], predict the reactants needed to synthesize it.